Dataset: Reaction yield outcomes from USPTO patents with 853,638 reactions. Task: Predict the reaction yield, written as a fraction of the theoretical maximum amount of product (1.0 means a 100% yield; for example, 0.34 means a 34% yield). (1) The reactants are [Cl:1][C:2]1[C:3]2[N:4]([C:8]([C@@H:11]3[CH2:22][N:15]4[C:16](=[O:21])[N:17]([CH3:20])[CH2:18][CH2:19][C@@H:14]4[CH2:13][CH2:12]3)=[N:9][CH:10]=2)[CH:5]=[CH:6][N:7]=1.C1C(=O)N([Br:30])C(=O)C1.CC(=O)OCC.O. The catalyst is CN(C=O)C. The product is [Br:30][C:10]1[N:9]=[C:8]([C@@H:11]2[CH2:22][N:15]3[C:16](=[O:21])[N:17]([CH3:20])[CH2:18][CH2:19][C@@H:14]3[CH2:13][CH2:12]2)[N:4]2[CH:5]=[CH:6][N:7]=[C:2]([Cl:1])[C:3]=12. The yield is 0.950. (2) The reactants are [BH4-].[Li+].[C:3]([C:5]1[CH:13]=[C:12]([F:14])[C:8]([C:9]([OH:11])=[O:10])=[C:7]([F:15])[CH:6]=1)#[N:4].[C:16](O[C:16]([O:18][C:19]([CH3:22])([CH3:21])[CH3:20])=[O:17])([O:18][C:19]([CH3:22])([CH3:21])[CH3:20])=[O:17].OS([O-])(=O)=O.[K+]. The catalyst is O1CCOCC1. The product is [C:19]([O:18][C:16]([CH:3]([NH2:4])[C:5]1[CH:6]=[C:7]([F:15])[C:8]([C:9]([OH:11])=[O:10])=[C:12]([F:14])[CH:13]=1)=[O:17])([CH3:22])([CH3:21])[CH3:20]. The yield is 0.920. (3) The reactants are [NH2:1][C:2]1[CH:3]=[CH:4][C:5]([CH3:30])=[C:6]([N:8]2[CH2:17][C:16]3[C:11](=[N:12][C:13]([NH:18][C:19]4[CH:24]=[CH:23][CH:22]=[C:21]([N:25]([CH3:27])[CH3:26])[CH:20]=4)=[N:14][CH:15]=3)[N:10]([CH3:28])[C:9]2=[O:29])[CH:7]=1.[CH3:31][C:32]1[N:33]=[CH:34][N:35]([C:37]2[CH:38]=[C:39]([CH:43]=[C:44]([C:46]([F:49])([F:48])[F:47])[CH:45]=2)[C:40](O)=[O:41])[CH:36]=1.CCN(C(C)C)C(C)C.CN(C(ON1N=NC2C=CC=NC1=2)=[N+](C)C)C.F[P-](F)(F)(F)(F)F. The catalyst is CN(C=O)C.CCOC(C)=O. The product is [CH3:27][N:25]([CH3:26])[C:21]1[CH:20]=[C:19]([NH:18][C:13]2[N:12]=[C:11]3[N:10]([CH3:28])[C:9](=[O:29])[N:8]([C:6]4[CH:7]=[C:2]([NH:1][C:40](=[O:41])[C:39]5[CH:43]=[C:44]([C:46]([F:47])([F:48])[F:49])[CH:45]=[C:37]([N:35]6[CH:36]=[C:32]([CH3:31])[N:33]=[CH:34]6)[CH:38]=5)[CH:3]=[CH:4][C:5]=4[CH3:30])[CH2:17][C:16]3=[CH:15][N:14]=2)[CH:24]=[CH:23][CH:22]=1. The yield is 0.300. (4) The reactants are [CH3:1][C:2]1[O:6][N:5]=[C:4]([C:7]2[CH:12]=[CH:11][N:10]=[CH:9][CH:8]=2)[C:3]=1[CH2:13][O:14][C:15]1[CH:23]=[CH:22][C:18]([C:19]([OH:21])=O)=[CH:17][N:16]=1.COC(=O)C1C=CC(OCC2C(C3C=CC=C(F)C=3)=NOC=2C)=NC=1.[F:49][C:50]([F:54])([F:53])[CH2:51][NH2:52]. No catalyst specified. The product is [CH3:1][C:2]1[O:6][N:5]=[C:4]([C:7]2[CH:8]=[CH:9][N:10]=[CH:11][CH:12]=2)[C:3]=1[CH2:13][O:14][C:15]1[CH:23]=[CH:22][C:18]([C:19]([NH:52][CH2:51][C:50]([F:54])([F:53])[F:49])=[O:21])=[CH:17][N:16]=1. The yield is 0.140. (5) The reactants are [Br:1][C:2]1[C:3]([CH3:9])=[C:4]([CH:6]=[CH:7][CH:8]=1)[NH2:5].F[C:11]1[CH:16]=[C:15]([CH3:17])[CH:14]=[CH:13][N:12]=1.CC(C)([O-])C.[K+]. The catalyst is CS(C)=O. The product is [Br:1][C:2]1[C:3]([CH3:9])=[C:4]([NH:5][C:11]2[CH:16]=[C:15]([CH3:17])[CH:14]=[CH:13][N:12]=2)[CH:6]=[CH:7][CH:8]=1. The yield is 0.340. (6) The reactants are [NH2:1][CH2:2][CH2:3][CH2:4][N:5]([CH3:17])[S:6]([C:9]1[CH:14]=[CH:13][CH:12]=[CH:11][C:10]=1[C:15]#[N:16])(=[O:8])=[O:7].[S:18]1[C:22]2[CH:23]=[CH:24][CH:25]=[CH:26][C:21]=2[CH:20]=[C:19]1[C:27]([NH:29][C@H:30]([C:35](O)=[O:36])[CH2:31][CH:32]([CH3:34])[CH3:33])=[O:28].CN1CCOCC1.CCN=C=NCCCN(C)C.Cl. The catalyst is C(Cl)Cl.C1C=C2C(N(O)N=NC2=CC=1)=O. The product is [C:15]([C:10]1[CH:11]=[CH:12][CH:13]=[CH:14][C:9]=1[S:6]([N:5]([CH3:17])[CH2:4][CH2:3][CH2:2][NH:1][C:35]([C@@H:30]([NH:29][C:27]([C:19]1[S:18][C:22]2[CH:23]=[CH:24][CH:25]=[CH:26][C:21]=2[CH:20]=1)=[O:28])[CH2:31][CH:32]([CH3:34])[CH3:33])=[O:36])(=[O:8])=[O:7])#[N:16]. The yield is 0.520. (7) The reactants are [CH3:1][CH:2]([CH3:6])[C@H:3]([OH:5])[CH3:4].[H-].[Na+].Cl[C:10]1[CH:11]=[CH:12][C:13]2[CH2:14][N:15]([C:21]([O:23][C:24]([CH3:27])([CH3:26])[CH3:25])=[O:22])[CH2:16][CH2:17][O:18][C:19]=2[N:20]=1.O. The catalyst is C1(C)C=CC=CC=1.C1C=CC(/C=C/C(/C=C/C2C=CC=CC=2)=O)=CC=1.C1C=CC(/C=C/C(/C=C/C2C=CC=CC=2)=O)=CC=1.C1C=CC(/C=C/C(/C=C/C2C=CC=CC=2)=O)=CC=1.[Pd].[Pd].C1C=CC(P(C2C(C3C(P(C4C=CC=CC=4)C4C=CC=CC=4)=CC=C4C=3C=CC=C4)=C3C(C=CC=C3)=CC=2)C2C=CC=CC=2)=CC=1. The product is [CH3:4][C@@H:3]([O:5][C:10]1[CH:11]=[CH:12][C:13]2[CH2:14][N:15]([C:21]([O:23][C:24]([CH3:27])([CH3:26])[CH3:25])=[O:22])[CH2:16][CH2:17][O:18][C:19]=2[N:20]=1)[CH:2]([CH3:6])[CH3:1]. The yield is 0.650. (8) The reactants are [C:1]([O:5][C:6]([N:8]1[CH2:13][CH2:12][N:11](C2C(=O)N(CC(C)C)N=C(C3C=CC(C)=C(F)C=3)C=2C)[CH2:10][CH2:9]1)=[O:7])([CH3:4])([CH3:3])[CH3:2].[CH2:34]([N:41]1[C:46](=[O:47])[C:45]([CH2:48]OS(C)(=O)=O)=[CH:44][C:43]([C:54]2[CH:59]=[CH:58][C:57]([F:60])=[C:56]([CH3:61])[CH:55]=2)=[N:42]1)[C:35]1[CH:40]=[CH:39][CH:38]=[CH:37][CH:36]=1.N1(C(OC(C)(C)C)=O)CCNCC1. No catalyst specified. The product is [CH2:34]([N:41]1[C:46](=[O:47])[C:45]([CH2:48][N:11]2[CH2:10][CH2:9][N:8]([C:6]([O:5][C:1]([CH3:4])([CH3:3])[CH3:2])=[O:7])[CH2:13][CH2:12]2)=[CH:44][C:43]([C:54]2[CH:59]=[CH:58][C:57]([F:60])=[C:56]([CH3:61])[CH:55]=2)=[N:42]1)[C:35]1[CH:40]=[CH:39][CH:38]=[CH:37][CH:36]=1. The yield is 0.918. (9) The reactants are [Cl:1][C:2]1[CH:3]=[CH:4][C:5]([C:10]#[C:11][CH2:12][OH:13])=[N:6][C:7]=1[O:8][CH3:9].[H-].COCCO[Al+]OCCOC.[Na+].[H-].[I:28]N1C(=O)CCC1=O.Cl. The catalyst is O1CCCC1.C1(C)C=CC=CC=1. The product is [Cl:1][C:2]1[CH:3]=[CH:4][C:5](/[C:10](/[I:28])=[CH:11]/[CH2:12][OH:13])=[N:6][C:7]=1[O:8][CH3:9]. The yield is 0.760.